The task is: Regression. Given a peptide amino acid sequence and an MHC pseudo amino acid sequence, predict their binding affinity value. This is MHC class I binding data.. This data is from Peptide-MHC class I binding affinity with 185,985 pairs from IEDB/IMGT. (1) The peptide sequence is YHDPETAAA. The MHC is HLA-B15:01 with pseudo-sequence HLA-B15:01. The binding affinity (normalized) is 0.213. (2) The peptide sequence is NPAACSYMV. The MHC is HLA-A01:01 with pseudo-sequence HLA-A01:01. The binding affinity (normalized) is 0.213. (3) The peptide sequence is VVYRGTTTY. The MHC is HLA-A02:03 with pseudo-sequence HLA-A02:03. The binding affinity (normalized) is 0. (4) The peptide sequence is EEAPAAVSF. The MHC is HLA-A66:01 with pseudo-sequence HLA-A66:01. The binding affinity (normalized) is 0.213.